From a dataset of Forward reaction prediction with 1.9M reactions from USPTO patents (1976-2016). Predict the product of the given reaction. (1) Given the reactants [CH3:1][N:2]([CH3:38])[C:3]1[CH:8]=[CH:7][CH:6]=[CH:5][C:4]=1[CH2:9][N:10]([CH2:21][C:22]1[N:23]=[C:24]2[CH:29]=[CH:28][CH:27]=[C:26]([N:30]3[CH2:35][CH2:34][N:33]([CH3:36])[CH2:32][CH2:31]3)[N:25]2[CH:37]=1)[C@@H:11]1[C:20]2[N:19]=[CH:18][CH:17]=[CH:16][C:15]=2[CH2:14][CH2:13][CH2:12]1.[CH2:39]=[O:40], predict the reaction product. The product is: [CH3:1][N:2]([CH3:38])[C:3]1[CH:8]=[CH:7][CH:6]=[CH:5][C:4]=1[CH2:9][N:10]([CH2:21][C:22]1[N:23]=[C:24]2[CH:29]=[CH:28][CH:27]=[C:26]([N:30]3[CH2:31][CH2:32][N:33]([CH3:36])[CH2:34][CH2:35]3)[N:25]2[C:37]=1[CH2:39][OH:40])[C@@H:11]1[C:20]2[N:19]=[CH:18][CH:17]=[CH:16][C:15]=2[CH2:14][CH2:13][CH2:12]1. (2) Given the reactants [CH3:1][C:2]1[N:3]=[C:4]2[CH:9]=[CH:8][C:7]([C:10]3[CH:15]=[CH:14][CH:13]=[CH:12][C:11]=3[C:16]([F:19])([F:18])[F:17])=[N:6][N:5]2[C:20]=1[C:21]([OH:23])=O.CN(C(ON1[N:40]=[N:39][C:34]2[CH:35]=[CH:36][CH:37]=[N:38]C1=2)=[N+](C)C)C.F[P-](F)(F)(F)(F)F.N1C=CC=C(N)N=1.CCN(C(C)C)C(C)C, predict the reaction product. The product is: [CH3:1][C:2]1[N:3]=[C:4]2[CH:9]=[CH:8][C:7]([C:10]3[CH:15]=[CH:14][CH:13]=[CH:12][C:11]=3[C:16]([F:17])([F:19])[F:18])=[N:6][N:5]2[C:20]=1[C:21]([NH:38][C:37]1[N:40]=[N:39][CH:34]=[CH:35][CH:36]=1)=[O:23]. (3) The product is: [Cl:32][C:10]1[C:19]2[C:14](=[CH:15][C:16]([C:20]3[CH:21]=[C:22]([CH:26]=[CH:27][C:28]=3[CH3:29])[C:1]([O:5][CH3:4])=[O:2])=[CH:17][CH:18]=2)[CH:13]=[N:12][N:11]=1. Given the reactants [CH3:1][OH:2].C(Cl)(=O)[C:4](Cl)=[O:5].O[C:10]1[C:19]2[C:14](=[CH:15][C:16]([C:20]3[CH:21]=[C:22]([CH:26]=[CH:27][C:28]=3[CH3:29])C(O)=O)=[CH:17][CH:18]=2)[CH:13]=[N:12][N:11]=1.O=P(Cl)(Cl)[Cl:32], predict the reaction product. (4) Given the reactants CN(C(ON1N=NC2C=CC=CC1=2)=[N+](C)C)C.F[P-](F)(F)(F)(F)F.FC(F)(F)C(O)=O.[OH:32][C:33]1([CH2:39][N:40]2[C:45](=[O:46])[C:44]3=[CH:47][CH:48]=[CH:49][N:43]3[N:42]=[CH:41]2)[CH2:38][CH2:37][NH:36][CH2:35][CH2:34]1.[Br:50][C:51]1[CH:59]=[CH:58][C:54]([C:55](O)=[O:56])=[C:53]([Cl:60])[CH:52]=1.CCN(C(C)C)C(C)C, predict the reaction product. The product is: [Br:50][C:51]1[CH:59]=[CH:58][C:54]([C:55]([N:36]2[CH2:35][CH2:34][C:33]([CH2:39][N:40]3[C:45](=[O:46])[C:44]4=[CH:47][CH:48]=[CH:49][N:43]4[N:42]=[CH:41]3)([OH:32])[CH2:38][CH2:37]2)=[O:56])=[C:53]([Cl:60])[CH:52]=1. (5) Given the reactants [CH:1]1([C:4]2[N:9]=[C:8]([C:10](=[N:12][OH:13])[NH2:11])[CH:7]=[C:6]([C:14]([F:20])([F:19])[C:15]([F:18])([F:17])[F:16])[N:5]=2)[CH2:3][CH2:2]1.[C:21](N1C=CN=C1)(N1C=CN=C1)=[O:22].N12CCCN=C1CCCCC2.Cl, predict the reaction product. The product is: [CH:1]1([C:4]2[N:9]=[C:8]([C:10]3[NH:12][O:13][C:21](=[O:22])[N:11]=3)[CH:7]=[C:6]([C:14]([F:20])([F:19])[C:15]([F:17])([F:16])[F:18])[N:5]=2)[CH2:3][CH2:2]1. (6) Given the reactants [Br:1]Br.[NH:3]1[C:11]2[C:6](=[CH:7][CH:8]=[CH:9][CH:10]=2)[CH:5]=[CH:4]1.S(=O)(O)[O-].[K+].[OH-].[NH4+], predict the reaction product. The product is: [Br:1][C:5]1[C:6]2[C:11](=[CH:10][CH:9]=[CH:8][CH:7]=2)[NH:3][CH:4]=1. (7) Given the reactants [F:1][C:2]1[CH:3]=[CH:4][C:5]2[C:11](=[O:12])[N:10]3[CH2:13][C@H:14]([C:17](O)=[O:18])[CH2:15][CH2:16][C@H:9]3[CH2:8][CH2:7][C:6]=2[N:20]=1.S(Cl)([Cl:23])=O, predict the reaction product. The product is: [F:1][C:2]1[CH:3]=[CH:4][C:5]2[C:11](=[O:12])[N:10]3[CH2:13][C@H:14]([C:17]([Cl:23])=[O:18])[CH2:15][CH2:16][C@H:9]3[CH2:8][CH2:7][C:6]=2[N:20]=1.